From a dataset of Full USPTO retrosynthesis dataset with 1.9M reactions from patents (1976-2016). Predict the reactants needed to synthesize the given product. (1) Given the product [O:7]1[C:1]2[CH:6]=[CH:5][CH:4]=[CH:3][C:2]=2[CH:12]=[CH:13][NH:14]1, predict the reactants needed to synthesize it. The reactants are: [C:1]1([OH:7])[CH:6]=[CH:5][CH:4]=[CH:3][CH:2]=1.C(OC[CH2:12][CH2:13][NH2:14])=C.C=O. (2) Given the product [C:3]([C:6]1[C:18]([O:19][CH3:20])=[CH:17][C:16]2[N:15]([CH2:32][CH2:31][CH2:30][N:29]([CH3:34])[CH3:28])[C:14]3[CH:13]=[CH:12][C:11]4[C:21](=[O:24])[CH2:22][CH2:23][C:10]=4[C:9]=3[C:8]=2[CH:7]=1)(=[O:5])[CH3:4], predict the reactants needed to synthesize it. The reactants are: [H-].[Na+].[C:3]([C:6]1[C:18]([O:19][CH3:20])=[CH:17][C:16]2[NH:15][C:14]3[CH:13]=[CH:12][C:11]4[C:21](=[O:24])[CH2:22][CH2:23][C:10]=4[C:9]=3[C:8]=2[CH:7]=1)(=[O:5])[CH3:4].[H][H].Cl.[CH3:28][N:29]([CH3:34])[CH2:30][CH2:31][CH2:32]Cl.Cl. (3) Given the product [CH3:1][O:2][C:3]([C:5]1[CH:10]=[C:9]([Br:11])[C:8](=[O:12])[N:7]([CH2:13][C:14]2[CH:19]=[CH:18][CH:17]=[CH:16][CH:15]=2)[C:6]=1[CH2:20][Br:21])=[O:4], predict the reactants needed to synthesize it. The reactants are: [CH3:1][O:2][C:3]([C:5]1[CH:10]=[C:9]([Br:11])[C:8](=[O:12])[N:7]([CH2:13][C:14]2[CH:19]=[CH:18][CH:17]=[CH:16][CH:15]=2)[C:6]=1[CH3:20])=[O:4].[Br:21]N1C(=O)CCC1=O.C(OOC(=O)C1C=CC=CC=1)(=O)C1C=CC=CC=1. (4) Given the product [NH2:7][C@H:8]([CH2:28][C:29]1[CH:30]=[CH:31][CH:32]=[CH:33][CH:34]=1)[CH2:9][NH:10][C@@H:11]1[C:12]([CH3:27])([CH3:26])[C:13]2[CH:14]=[C:15]([C:23]([NH2:24])=[O:25])[CH:16]=[CH:17][C:18]=2[CH2:19][C@H:20]1[O:21][CH3:22], predict the reactants needed to synthesize it. The reactants are: C(OC(=O)[NH:7][C@H:8]([CH2:28][C:29]1[CH:34]=[CH:33][CH:32]=[CH:31][CH:30]=1)[CH2:9][NH:10][C@H:11]1[C@H:20]([O:21][CH3:22])[CH2:19][C:18]2[C:13](=[CH:14][C:15]([C:23](=[O:25])[NH2:24])=[CH:16][CH:17]=2)[C:12]1([CH3:27])[CH3:26])(C)(C)C.Cl.O1CCOCC1. (5) Given the product [CH:16]1([O:15][C:14]2[C:5]([N:4]([CH2:17][CH2:16][O:15][CH:14]3[CH2:13][CH2:12][CH2:11][CH2:26][O:27]3)[C:1](=[O:3])[CH3:2])=[C:6]([CH:11]=[CH:12][C:13]=2[O:21][CH3:22])[C:7]([O:9][CH3:10])=[O:8])[CH2:17][CH2:18][CH2:19][CH2:20]1, predict the reactants needed to synthesize it. The reactants are: [C:1]([NH:4][C:5]1[C:14]([O:15][CH:16]2[CH2:20][CH2:19][CH2:18][CH2:17]2)=[C:13]([O:21][CH3:22])[CH:12]=[CH:11][C:6]=1[C:7]([O:9][CH3:10])=[O:8])(=[O:3])[CH3:2].CN([CH:26]=[O:27])C.